This data is from Forward reaction prediction with 1.9M reactions from USPTO patents (1976-2016). The task is: Predict the product of the given reaction. (1) Given the reactants [CH:1]1([CH2:4][O:5][C:6]2[N:11]=[C:10]([C:12]([OH:14])=O)[CH:9]=[CH:8][C:7]=2[N:15]2[CH2:18][C:17]([F:20])([F:19])[CH2:16]2)[CH2:3][CH2:2]1.[C:21]1([CH:27]2[CH:32]([C:33]([O:35][CH2:36][CH3:37])=[O:34])[CH2:31][CH2:30][CH2:29][NH:28]2)[CH:26]=[CH:25][CH:24]=[CH:23][CH:22]=1.CN(C(ON1N=NC2C=CC=CC1=2)=[N+](C)C)C.[B-](F)(F)(F)F.CCN(C(C)C)C(C)C, predict the reaction product. The product is: [CH2:36]([O:35][C:33]([CH:32]1[CH2:31][CH2:30][CH2:29][N:28]([C:12]([C:10]2[CH:9]=[CH:8][C:7]([N:15]3[CH2:18][C:17]([F:20])([F:19])[CH2:16]3)=[C:6]([O:5][CH2:4][CH:1]3[CH2:2][CH2:3]3)[N:11]=2)=[O:14])[CH:27]1[C:21]1[CH:22]=[CH:23][CH:24]=[CH:25][CH:26]=1)=[O:34])[CH3:37]. (2) Given the reactants ClC1C=CC([C@@H](NCCC2(O)CCC3(OCC(C)(C)CO3)CC2)CC)=CC=1.ClC(Cl)(OC(=O)OC(Cl)(Cl)Cl)Cl.[Cl:40][C:41]1[CH:46]=[CH:45][C:44]([C@@H:47]([N:50]2[CH2:55][CH2:54][C:53]3([CH2:67][CH2:66][C:58]4(OCC(C)(C)C[O:59]4)[CH2:57][CH2:56]3)[O:52][C:51]2=[O:68])[CH2:48][CH3:49])=[CH:43][CH:42]=1, predict the reaction product. The product is: [Cl:40][C:41]1[CH:46]=[CH:45][C:44]([C@@H:47]([N:50]2[CH2:55][CH2:54][C:53]3([CH2:67][CH2:66][C:58](=[O:59])[CH2:57][CH2:56]3)[O:52][C:51]2=[O:68])[CH2:48][CH3:49])=[CH:43][CH:42]=1. (3) The product is: [C:5]([CH2:4][C:3]1[C:14]([F:23])=[C:13]([F:12])[CH:18]=[CH:17][C:16]=1[N+:19]([O-:21])=[O:20])(=[O:6])[CH3:7]. Given the reactants [H-].[Na+].[C:3](OCC)(=O)[CH2:4][C:5]([CH3:7])=[O:6].[F:12][C:13]1[CH:18]=[CH:17][C:16]([N+:19]([O-:21])=[O:20])=C(F)[C:14]=1[F:23], predict the reaction product. (4) Given the reactants [CH2:1]([NH:8][CH2:9][C:10]1[CH:15]=[CH:14][CH:13]=[CH:12][C:11]=1[OH:16])[C:2]1[CH:7]=[CH:6][CH:5]=[CH:4][CH:3]=1.Cl[CH2:18][C:19](Cl)=[O:20].CN(C)C=O.[H-].[Na+], predict the reaction product. The product is: [CH2:1]([N:8]1[CH2:9][C:10]2[CH:15]=[CH:14][CH:13]=[CH:12][C:11]=2[O:16][CH2:18][C:19]1=[O:20])[C:2]1[CH:3]=[CH:4][CH:5]=[CH:6][CH:7]=1. (5) Given the reactants [F:1][C:2]([F:7])([F:6])[C:3]([OH:5])=[O:4].C(OC([N:15]1[CH2:20][CH2:19][C:18]2([C:28]3[C:23](=[CH:24][CH:25]=[CH:26][CH:27]=3)[N:22]([C:29]([C:31]3[CH:36]=[CH:35][N:34]=[C:33]([Cl:37])[CH:32]=3)=[O:30])[CH2:21]2)[CH2:17][CH2:16]1)=O)(C)(C)C, predict the reaction product. The product is: [F:1][C:2]([F:7])([F:6])[C:3]([OH:5])=[O:4].[Cl:37][C:33]1[CH:32]=[C:31]([C:29]([N:22]2[C:23]3[C:28](=[CH:27][CH:26]=[CH:25][CH:24]=3)[C:18]3([CH2:17][CH2:16][NH:15][CH2:20][CH2:19]3)[CH2:21]2)=[O:30])[CH:36]=[CH:35][N:34]=1. (6) The product is: [I:26][C:25]1[C:18]2[C:19](=[N:20][CH:21]=[CH:22][C:17]=2[O:7][CH2:6][CH:5]([OH:4])[CH2:8][O:9][C:10]2[CH:11]=[CH:12][CH:13]=[CH:14][CH:15]=2)[N:23]([CH2:27][C:28]2[CH:33]=[CH:32][C:31]([O:34][CH3:35])=[CH:30][CH:29]=2)[N:24]=1. Given the reactants C([O:4][CH:5]([CH2:8][O:9][C:10]1[CH:15]=[CH:14][CH:13]=[CH:12][CH:11]=1)[CH2:6][OH:7])(=O)C.Cl[C:17]1[CH:22]=[CH:21][N:20]=[C:19]2[N:23]([CH2:27][C:28]3[CH:33]=[CH:32][C:31]([O:34][CH3:35])=[CH:30][CH:29]=3)[N:24]=[C:25]([I:26])[C:18]=12.C([O-])([O-])=O.[Cs+].[Cs+], predict the reaction product. (7) Given the reactants [F:1][CH2:2][CH2:3]N1CC(C(C2C=CC=CC=2)N2C=C(N)C=N2)C1.[N+:21]([C:24]1[CH:25]=[N:26][N:27]([CH:29]([C:36]2[CH:41]=[CH:40][CH:39]=[CH:38][CH:37]=2)[CH:30]2[CH2:35][CH2:34][NH:33][CH2:32][CH2:31]2)[CH:28]=1)([O-])=O, predict the reaction product. The product is: [F:1][CH2:2][CH2:3][N:33]1[CH2:34][CH2:35][CH:30]([CH:29]([C:36]2[CH:41]=[CH:40][CH:39]=[CH:38][CH:37]=2)[N:27]2[CH:28]=[C:24]([NH2:21])[CH:25]=[N:26]2)[CH2:31][CH2:32]1.